Dataset: Reaction yield outcomes from USPTO patents with 853,638 reactions. Task: Predict the reaction yield, written as a fraction of the theoretical maximum amount of product (1.0 means a 100% yield; for example, 0.34 means a 34% yield). The reactants are [CH3:1][C:2]([O:5][C:6]([NH:8][CH:9]1[CH2:13][CH:12]=[CH:11][CH2:10]1)=[O:7])([CH3:4])[CH3:3].[O:14]1CCCC1.B.[OH-].[Na+].OO. The catalyst is C1COCC1.O. The product is [C:2]([O:5][C:6](=[O:7])[NH:8][C@H:9]1[CH2:13][CH2:12][C@@H:11]([OH:14])[CH2:10]1)([CH3:1])([CH3:3])[CH3:4]. The yield is 0.300.